Dataset: KCNQ2 potassium channel screen with 302,405 compounds. Task: Binary Classification. Given a drug SMILES string, predict its activity (active/inactive) in a high-throughput screening assay against a specified biological target. (1) The compound is S(=O)(=O)(NNC(=S)NCc1occc1)c1ccc(CCCC)cc1. The result is 0 (inactive). (2) The compound is Clc1cc(NC(=O)c2cc([N+]([O-])=O)c(n3ncnc3)cc2)c(F)cc1. The result is 0 (inactive). (3) The result is 0 (inactive). The molecule is O=C(NCCc1ncccc1)C(NC(=O)C)Cc1c2c([nH]c1)cccc2. (4) The molecule is o1c(C2n3c(nc4c3cccc4)c3c(N2C)cccc3)ccc1C. The result is 0 (inactive). (5) The molecule is O=C1N(CCC(=O)Nc2cc(O)ccc2)C(=O)c2c1cc([N+]([O-])=O)cc2. The result is 0 (inactive).